This data is from Forward reaction prediction with 1.9M reactions from USPTO patents (1976-2016). The task is: Predict the product of the given reaction. Given the reactants FC(F)(F)C(O)=O.[NH:8]1[CH2:13][CH2:12][CH:11]([NH:14][C:15]([C@H:17]2[C@H:21]([C:22]3[CH:27]=[CH:26][CH:25]=[C:24]([Cl:28])[C:23]=3[F:29])[C@:20]([C:32]3[CH:37]=[CH:36][C:35]([Cl:38])=[CH:34][C:33]=3[F:39])([C:30]#[N:31])[C@H:19]([CH2:40][C:41]([CH3:44])([CH3:43])[CH3:42])[NH:18]2)=[O:16])[CH2:10][CH2:9]1.[CH3:45][S:46](Cl)(=[O:48])=[O:47].C(N(CC)CC)C, predict the reaction product. The product is: [CH3:45][S:46]([N:8]1[CH2:9][CH2:10][CH:11]([NH:14][C:15]([CH:17]2[CH:21]([C:22]3[CH:27]=[CH:26][CH:25]=[C:24]([Cl:28])[C:23]=3[F:29])[C:20]([C:32]3[CH:37]=[CH:36][C:35]([Cl:38])=[CH:34][C:33]=3[F:39])([C:30]#[N:31])[CH:19]([CH2:40][C:41]([CH3:44])([CH3:43])[CH3:42])[NH:18]2)=[O:16])[CH2:12][CH2:13]1)(=[O:48])=[O:47].